The task is: Predict which catalyst facilitates the given reaction.. This data is from Catalyst prediction with 721,799 reactions and 888 catalyst types from USPTO. (1) Product: [CH2:43]([N:9]1[C:10]2[C:15](=[C:14]([CH2:16][N:17]3[C:23](=[O:24])[C@@H:22]([NH:25][C:26](=[O:38])[C@@H:27]([NH:29][CH3:30])[CH3:28])[CH2:21][O:20][C:19]4[CH:39]=[CH:40][CH:41]=[CH:42][C:18]3=4)[CH:13]=[CH:12][CH:11]=2)[CH2:7][C:8]1=[O:2])[CH3:44]. The catalyst class is: 250. Reactant: P(=O)(O)(O)[OH:2].Cl[C:7]1[C:15]2[C:10](=[CH:11][CH:12]=[CH:13][C:14]=2[CH2:16][N:17]2[C:23](=[O:24])[C@@H:22]([NH:25][C:26](=[O:38])[C@@H:27]([N:29](C)[C:30](=O)OC(C)(C)C)[CH3:28])[CH2:21][O:20][C:19]3[CH:39]=[CH:40][CH:41]=[CH:42][C:18]2=3)[N:9]([CH2:43][CH3:44])[CH:8]=1. (2) Reactant: Cl.[Cl:2][C:3]1[C:4]([C:15]([F:18])([F:17])[F:16])=[C:5]([N:9]2[CH2:14][CH2:13][NH:12][CH2:11][CH2:10]2)[CH:6]=[CH:7][CH:8]=1.[OH-].[K+].C(N(CC)CC)C.[C:28]([O:31][CH2:32][CH2:33][CH2:34][CH2:35]Br)(=[O:30])[CH3:29]. Product: [Cl:2][C:3]1[C:4]([C:15]([F:16])([F:17])[F:18])=[C:5]([N:9]2[CH2:14][CH2:13][N:12]([CH2:35][CH2:34][CH2:33][CH2:32][O:31][C:28](=[O:30])[CH3:29])[CH2:11][CH2:10]2)[CH:6]=[CH:7][CH:8]=1. The catalyst class is: 11. (3) Reactant: [F:1][C:2]1[CH:3]=[C:4]([CH2:9][C:10]([NH:12][C@H:13]([C:15]([OH:17])=O)[CH3:14])=[O:11])[CH:5]=[C:6]([F:8])[CH:7]=1.[NH2:18][C@@H:19]([CH2:24][C:25]1[S:26][CH:27]=[CH:28][CH:29]=1)[C:20]([O:22][CH3:23])=[O:21]. Product: [F:8][C:6]1[CH:5]=[C:4]([CH2:9][C:10]([NH:12][C@H:13]([C:15]([NH:18][C@@H:19]([CH2:24][C:25]2[S:26][CH:27]=[CH:28][CH:29]=2)[C:20]([O:22][CH3:23])=[O:21])=[O:17])[CH3:14])=[O:11])[CH:3]=[C:2]([F:1])[CH:7]=1. The catalyst class is: 25. (4) Product: [ClH:32].[NH:8]1[CH2:13][CH2:12][C:11](=[CH:14][C:15]2[CH:16]=[C:17]([CH:18]=[CH:19][CH:20]=2)[O:21][C:22]2[CH:27]=[CH:26][C:25]([C:28]([F:31])([F:29])[F:30])=[CH:24][N:23]=2)[CH2:10][CH2:9]1. The catalyst class is: 643. Reactant: C(OC([N:8]1[CH2:13][CH2:12][C:11](=[CH:14][C:15]2[CH:20]=[CH:19][CH:18]=[C:17]([O:21][C:22]3[CH:27]=[CH:26][C:25]([C:28]([F:31])([F:30])[F:29])=[CH:24][N:23]=3)[CH:16]=2)[CH2:10][CH2:9]1)=O)(C)(C)C.[ClH:32].C(OCC)C. (5) Reactant: [O:1]=[C:2]1[C:7]([C:8]([NH:10][CH2:11][CH2:12][C:13](OCC)=O)=[O:9])=[CH:6][C:5]([C:18]2[CH:23]=[CH:22][N:21]=[CH:20][CH:19]=2)=[N:4][NH:3]1.O=C1C(C(O)=O)=CC(C2C=CN=CC=2)=NN1.ON1C2C=CC=CC=2N=N1.[Cl:50][C:51]1[CH:52]=C(C=[CH:57][C:58]=1[Cl:59])CN.C(N(CC)C(C)C)(C)C.F[P-](F)(F)(F)(F)F.N1(OC(N(C)C)=[N+](C)C)C2N=CC=CC=2N=N1. Product: [Cl:50][C:51]1[CH:52]=[C:12]([CH:13]=[CH:57][C:58]=1[Cl:59])[CH2:11][NH:10][C:8]([C:7]1[C:2](=[O:1])[NH:3][N:4]=[C:5]([C:18]2[CH:19]=[CH:20][N:21]=[CH:22][CH:23]=2)[CH:6]=1)=[O:9]. The catalyst class is: 9. (6) Reactant: [S:1]1[C:5]2[CH:6]=[CH:7][CH:8]=[CH:9][C:4]=2[N:3]=[C:2]1[N:10]1[C:14](=[O:15])[C:13](=[CH:16][N:17](C)C)[C:12]([C:20]2[CH:25]=[CH:24][CH:23]=[C:22]([F:26])[CH:21]=2)=[N:11]1. Product: [NH2:17][CH:16]=[C:13]1[C:12]([C:20]2[CH:25]=[CH:24][CH:23]=[C:22]([F:26])[CH:21]=2)=[N:11][N:10]([C:2]2[S:1][C:5]3[CH:6]=[CH:7][CH:8]=[CH:9][C:4]=3[N:3]=2)[C:14]1=[O:15]. The catalyst class is: 547.